This data is from Catalyst prediction with 721,799 reactions and 888 catalyst types from USPTO. The task is: Predict which catalyst facilitates the given reaction. (1) Reactant: [C:1]1([C:21]2[CH:26]=[CH:25][CH:24]=[CH:23][CH:22]=2)[CH:6]=[CH:5][CH:4]=[CH:3][C:2]=1[NH:7][C:8]1[C:13]2[O:14][C:15]3[CH:20]=[CH:19][CH:18]=[CH:17][C:16]=3[C:12]=2[CH:11]=[CH:10][CH:9]=1.I[C:28]1[CH:33]=[CH:32][C:31]([O:34][CH3:35])=[CH:30][CH:29]=1.C(=O)([O-])[O-].[K+].[K+].C1OCCOCCOCCOCCOCCOC1. Product: [C:1]1([C:21]2[CH:22]=[CH:23][CH:24]=[CH:25][CH:26]=2)[CH:6]=[CH:5][CH:4]=[CH:3][C:2]=1[N:7]([C:28]1[CH:33]=[CH:32][C:31]([O:34][CH3:35])=[CH:30][CH:29]=1)[C:8]1[C:13]2[O:14][C:15]3[CH:20]=[CH:19][CH:18]=[CH:17][C:16]=3[C:12]=2[CH:11]=[CH:10][CH:9]=1. The catalyst class is: 536. (2) Reactant: [F:1][C:2]1[CH:10]=[C:9]2[C:5]([C:6]([CH:18]=[O:19])=[CH:7][N:8]2[C:11]([O:13][C:14]([CH3:17])([CH3:16])[CH3:15])=[O:12])=[CH:4][CH:3]=1.[BH4-].[Na+].ClCCl. Product: [F:1][C:2]1[CH:10]=[C:9]2[C:5]([C:6]([CH2:18][OH:19])=[CH:7][N:8]2[C:11]([O:13][C:14]([CH3:15])([CH3:17])[CH3:16])=[O:12])=[CH:4][CH:3]=1. The catalyst class is: 7. (3) Reactant: N#N.[CH2:3]([O:5][C:6]([C:8]1[N:9]=[C:10]([CH2:13][OH:14])[O:11][CH:12]=1)=[O:7])[CH3:4].CCN(CC)CC.[S:22](Cl)([CH3:25])(=[O:24])=[O:23]. Product: [CH2:3]([O:5][C:6]([C:8]1[N:9]=[C:10]([CH2:13][O:14][S:22]([CH3:25])(=[O:24])=[O:23])[O:11][CH:12]=1)=[O:7])[CH3:4]. The catalyst class is: 64.